This data is from Forward reaction prediction with 1.9M reactions from USPTO patents (1976-2016). The task is: Predict the product of the given reaction. (1) Given the reactants C[Si](C)(C)CCOC[N:7]1[C:11]2[CH:12]=[CH:13][CH:14]=[CH:15][C:10]=2[N:9]=[C:8]1[CH:16]=O.[NH:20]1[C:24]2[CH:25]=[CH:26][CH:27]=[CH:28][C:23]=2[N:22]=[C:21]1[CH2:29][N:30]([CH:40]1[C:49]2[N:48]=[CH:47][CH:46]=[CH:45][C:44]=2[CH2:43][CH2:42][CH2:41]1)[CH2:31][C:32]1[CH:37]=[CH:36][C:35]([CH2:38][NH2:39])=[CH:34][CH:33]=1.[BH4-].[Na+], predict the reaction product. The product is: [NH:20]1[C:24]2[CH:25]=[CH:26][CH:27]=[CH:28][C:23]=2[N:22]=[C:21]1[CH2:29][N:30]([CH2:31][C:32]1[CH:37]=[CH:36][C:35]([CH2:38][NH:39][CH2:16][C:8]2[NH:7][C:11]3[CH:12]=[CH:13][CH:14]=[CH:15][C:10]=3[N:9]=2)=[CH:34][CH:33]=1)[CH:40]1[C:49]2[N:48]=[CH:47][CH:46]=[CH:45][C:44]=2[CH2:43][CH2:42][CH2:41]1. (2) Given the reactants [CH3:1][Si](C=[N+]=[N-])(C)C.[C:8]1([C:14]2([C:21]([OH:23])=[O:22])[CH2:20][CH2:19][CH2:18][CH2:17][CH2:16][CH2:15]2)[CH:13]=[CH:12][CH:11]=[CH:10][CH:9]=1, predict the reaction product. The product is: [CH3:1][O:22][C:21]([C:14]1([C:8]2[CH:13]=[CH:12][CH:11]=[CH:10][CH:9]=2)[CH2:20][CH2:19][CH2:18][CH2:17][CH2:16][CH2:15]1)=[O:23]. (3) Given the reactants [CH2:1]1[C:6]2=[C:7]([C:10]([OH:12])=O)[CH:8]=[CH:9][N:5]2[CH2:4][CH2:3][O:2]1.ON1C2C=CC=CC=2N=N1.Cl.C(N=C=NCCCN(C)C)C.[C:35]1([C@H:41]([NH2:44])[CH2:42][CH3:43])[CH:40]=[CH:39][CH:38]=[CH:37][CH:36]=1, predict the reaction product. The product is: [C:35]1([C@H:41]([NH:44][C:10]([C:7]2[CH:8]=[CH:9][N:5]3[CH2:4][CH2:3][O:2][CH2:1][C:6]=23)=[O:12])[CH2:42][CH3:43])[CH:40]=[CH:39][CH:38]=[CH:37][CH:36]=1. (4) Given the reactants [CH2:1]([C:3]1[C:8](=[O:9])[NH:7][C:6]([CH3:10])=[C:5]([C:11]2[CH:16]=[CH:15][CH:14]=[C:13]([CH:17]=O)[N:12]=2)[CH:4]=1)[CH3:2].[OH:19][CH:20]1[CH2:25][CH2:24][NH:23][CH2:22][CH2:21]1, predict the reaction product. The product is: [CH2:1]([C:3]1[C:8](=[O:9])[NH:7][C:6]([CH3:10])=[C:5]([C:11]2[CH:16]=[CH:15][CH:14]=[C:13]([CH2:17][N:23]3[CH2:24][CH2:25][CH:20]([OH:19])[CH2:21][CH2:22]3)[N:12]=2)[CH:4]=1)[CH3:2].